Dataset: Peptide-MHC class I binding affinity with 185,985 pairs from IEDB/IMGT. Task: Regression. Given a peptide amino acid sequence and an MHC pseudo amino acid sequence, predict their binding affinity value. This is MHC class I binding data. (1) The peptide sequence is RPKPDYSAM. The MHC is HLA-B15:09 with pseudo-sequence HLA-B15:09. The binding affinity (normalized) is 0.0847. (2) The binding affinity (normalized) is 0.763. The MHC is HLA-B40:01 with pseudo-sequence HLA-B40:01. The peptide sequence is AETLMAQPF. (3) The peptide sequence is NHINVEYSL. The MHC is HLA-B38:01 with pseudo-sequence HLA-B38:01. The binding affinity (normalized) is 0.632. (4) The peptide sequence is TTYLGPLSCK. The MHC is HLA-A68:01 with pseudo-sequence HLA-A68:01. The binding affinity (normalized) is 0.858. (5) The peptide sequence is GTFKSVAVK. The MHC is HLA-A01:01 with pseudo-sequence HLA-A01:01. The binding affinity (normalized) is 0.0847. (6) The peptide sequence is WTRPRYIEI. The MHC is HLA-B58:01 with pseudo-sequence HLA-B58:01. The binding affinity (normalized) is 0.440.